From a dataset of Forward reaction prediction with 1.9M reactions from USPTO patents (1976-2016). Predict the product of the given reaction. (1) Given the reactants [CH2:1]([O:3][CH2:4][CH2:5][O:6][CH2:7][CH2:8][OH:9])[CH3:2].C(N(CC)CC)C.[C:17]1([CH3:27])[CH:22]=[CH:21][C:20]([S:23](Cl)(=[O:25])=[O:24])=[CH:19][CH:18]=1, predict the reaction product. The product is: [CH3:27][C:17]1[CH:22]=[CH:21][C:20]([S:23]([O:9][CH2:8][CH2:7][O:6][CH2:5][CH2:4][O:3][CH2:1][CH3:2])(=[O:25])=[O:24])=[CH:19][CH:18]=1. (2) Given the reactants [F:1][C:2]1[CH:3]=[C:4]([CH2:10][C:11]([OH:13])=O)[CH:5]=[CH:6][C:7]=1[O:8][CH3:9].[CH3:14][O:15][C:16]1[CH:17]=[C:18]([CH2:24][CH2:25][NH2:26])[CH:19]=[CH:20][C:21]=1[O:22][CH3:23], predict the reaction product. The product is: [CH3:14][O:15][C:16]1[CH:17]=[C:18]([CH2:24][CH2:25][NH:26][C:11](=[O:13])[CH2:10][C:4]2[CH:5]=[CH:6][C:7]([O:8][CH3:9])=[C:2]([F:1])[CH:3]=2)[CH:19]=[CH:20][C:21]=1[O:22][CH3:23].